This data is from Full USPTO retrosynthesis dataset with 1.9M reactions from patents (1976-2016). The task is: Predict the reactants needed to synthesize the given product. (1) Given the product [NH2:17][C:18]1[N:19]=[C:20]([C:25]#[N:26])[C:21]([C:8]2[CH:9]=[CH:10][C:5]([CH:1]3[CH2:4][CH2:3][CH2:2]3)=[C:6]([O:15][CH3:16])[C:7]=2[F:14])=[N:22][CH:23]=1, predict the reactants needed to synthesize it. The reactants are: [CH:1]1([C:5]2[CH:10]=[CH:9][C:8](B(O)O)=[C:7]([F:14])[C:6]=2[O:15][CH3:16])[CH2:4][CH2:3][CH2:2]1.[NH2:17][C:18]1[CH:23]=[N:22][C:21](Br)=[C:20]([C:25]#[N:26])[N:19]=1. (2) Given the product [CH2:1]([O:8][C:9]([N:10]([CH3:11])[C@H:12]1[CH2:17][CH2:16][C@H:15]([O:18][CH2:26][C:25]([OH:28])=[O:24])[CH2:14][CH2:13]1)=[O:19])[C:2]1[CH:3]=[CH:4][CH:5]=[CH:6][CH:7]=1, predict the reactants needed to synthesize it. The reactants are: [CH2:1]([O:8][C:9](=[O:19])[N:10]([C@H:12]1[CH2:17][CH2:16][C@H:15]([OH:18])[CH2:14][CH2:13]1)[CH3:11])[C:2]1[CH:7]=[CH:6][CH:5]=[CH:4][CH:3]=1.C([O:24][C:25](=[O:28])[CH2:26]Br)(C)(C)C.[OH-].[Na+]. (3) Given the product [Cl:53][C:54]1[CH:55]=[CH:56][C:57]([C@H:60]([NH:65][C:66]2[CH:67]=[CH:68][C:69]([F:90])=[C:70]([C@:72]3([CH:87]([F:89])[F:88])[C@@H:78]4[C@@H:76]([CH2:77]4)[O:75][C:74]([NH:79][C:80](=[O:86])[O:81][C:82]([CH3:85])([CH3:83])[CH3:84])=[N:73]3)[CH:71]=2)[C:61]([F:64])([F:62])[F:63])=[N:58][CH:59]=1, predict the reactants needed to synthesize it. The reactants are: NC1C=CC(F)=C([C@]2(C(F)F)[C@@H]3[C@@H](C3)OC(NC(=O)OC(C)(C)C)=N2)C=1.ClC1C=CC(C(=O)C(F)(F)F)=NC=1.C(N(CC)CC)C.[H-].[Al+3].[Li+].[H-].[H-].[H-].[Cl:53][C:54]1[CH:55]=[CH:56][C:57]([C@@H:60]([NH:65][C:66]2[CH:67]=[CH:68][C:69]([F:90])=[C:70]([C@:72]3([CH:87]([F:89])[F:88])[C@@H:78]4[C@@H:76]([CH2:77]4)[O:75][C:74]([NH:79][C:80](=[O:86])[O:81][C:82]([CH3:85])([CH3:84])[CH3:83])=[N:73]3)[CH:71]=2)[C:61]([F:64])([F:63])[F:62])=[N:58][CH:59]=1. (4) Given the product [CH:26]1([CH2:31][N:1]2[CH2:6][CH2:5][CH:4]([C:7]3[CH:8]=[CH:9][C:10]([NH:13][C:14]([N:16]4[CH2:19][CH:18]([C:20]5[CH:21]=[N:22][CH:23]=[CH:24][CH:25]=5)[CH2:17]4)=[O:15])=[CH:11][CH:12]=3)[CH2:3][CH2:2]2)[CH2:30][CH2:29][CH2:28][CH2:27]1, predict the reactants needed to synthesize it. The reactants are: [NH:1]1[CH2:6][CH2:5][CH:4]([C:7]2[CH:12]=[CH:11][C:10]([NH:13][C:14]([N:16]3[CH2:19][CH:18]([C:20]4[CH:21]=[N:22][CH:23]=[CH:24][CH:25]=4)[CH2:17]3)=[O:15])=[CH:9][CH:8]=2)[CH2:3][CH2:2]1.[CH:26]1([CH:31]=O)[CH2:30][CH2:29][CH2:28][CH2:27]1.C(O)(=O)C.C([BH3-])#N. (5) Given the product [CH2:33]([O:25][C:24]([CH:21]1[CH2:22][CH2:23][N:18]([C:2]2[CH:7]=[CH:6][CH:5]=[C:4]([C:8]3[N:12]([CH3:13])[C:11]4[CH:14]=[CH:15][CH:16]=[CH:17][C:10]=4[N:9]=3)[CH:3]=2)[CH2:19][CH2:20]1)=[O:26])[CH3:38], predict the reactants needed to synthesize it. The reactants are: Br[C:2]1[CH:3]=[C:4]([C:8]2[N:12]([CH3:13])[C:11]3[CH:14]=[CH:15][CH:16]=[CH:17][C:10]=3[N:9]=2)[CH:5]=[CH:6][CH:7]=1.[NH:18]1[CH2:23][CH2:22][CH:21]([C:24]([OH:26])=[O:25])[CH2:20][CH2:19]1.C(=O)([O-])[O-].[Cs+].[Cs+].[CH:33]1C=CC(P(C2C(C3C(P(C4C=CC=CC=4)C4C=CC=CC=4)=CC=C4C=3C=CC=C4)=C3C(C=CC=C3)=CC=2)C2C=CC=CC=2)=C[CH:38]=1. (6) Given the product [Cl:1][C:2]1[CH:3]=[CH:4][C:5]([C:8]2([C:11]([NH:14][CH2:15][CH2:16][CH2:17][N:18]3[CH2:23][CH2:22][CH:21]([C:24]4[CH:29]=[CH:28][CH:27]=[C:26]([NH:30][C:31](=[O:34])[CH2:32][CH3:33])[CH:25]=4)[CH2:20][CH2:19]3)=[O:13])[CH2:9][CH2:10]2)=[CH:6][CH:7]=1, predict the reactants needed to synthesize it. The reactants are: [Cl:1][C:2]1[CH:7]=[CH:6][C:5]([C:8]2([C:11]([OH:13])=O)[CH2:10][CH2:9]2)=[CH:4][CH:3]=1.[NH2:14][CH2:15][CH2:16][CH2:17][N:18]1[CH2:23][CH2:22][CH:21]([C:24]2[CH:25]=[C:26]([NH:30][C:31](=[O:34])[CH2:32][CH3:33])[CH:27]=[CH:28][CH:29]=2)[CH2:20][CH2:19]1. (7) Given the product [CH2:35]([N:4]1[CH:5]=[C:6]([C:17]([N:19]2[CH2:24][CH2:23][CH:22]([C:25]3[CH:26]=[CH:27][C:28]([F:31])=[CH:29][CH:30]=3)[CH2:21][CH2:20]2)=[O:18])[C:7]([NH:8][C:9]2[CH:14]=[C:13]([Cl:15])[CH:12]=[CH:11][C:10]=2[CH3:16])=[C:2]([Cl:1])[C:3]1=[O:32])[CH:34]=[CH2:33], predict the reactants needed to synthesize it. The reactants are: [Cl:1][C:2]1[C:3](=[O:32])[NH:4][CH:5]=[C:6]([C:17]([N:19]2[CH2:24][CH2:23][CH:22]([C:25]3[CH:30]=[CH:29][C:28]([F:31])=[CH:27][CH:26]=3)[CH2:21][CH2:20]2)=[O:18])[C:7]=1[NH:8][C:9]1[CH:14]=[C:13]([Cl:15])[CH:12]=[CH:11][C:10]=1[CH3:16].[CH2:33](Br)[CH:34]=[CH2:35]. (8) Given the product [Br:18][CH2:16][C:15]([C:5]1[CH:6]=[CH:7][C:8]([C:9]2[CH:14]=[CH:13][CH:12]=[CH:11][N:10]=2)=[C:3]([O:2][CH3:1])[CH:4]=1)=[O:17], predict the reactants needed to synthesize it. The reactants are: [CH3:1][O:2][C:3]1[CH:4]=[C:5]([C:15](=[O:17])[CH3:16])[CH:6]=[CH:7][C:8]=1[C:9]1[CH:14]=[CH:13][CH:12]=[CH:11][N:10]=1.[Br:18]Br.C([O-])(O)=O.[Na+]. (9) Given the product [Br:1][C:2]1[CH:3]=[C:4]([CH3:10])[C:5]2[N:9]=[C:12]([CH3:13])[NH:8][C:6]=2[CH:7]=1, predict the reactants needed to synthesize it. The reactants are: [Br:1][C:2]1[CH:7]=[C:6]([NH2:8])[C:5]([NH2:9])=[C:4]([CH3:10])[CH:3]=1.Cl.[CH3:12][C:13](=O)CC(=O)C.C([O-])(O)=O.[Na+].